Task: Predict the product of the given reaction.. Dataset: Forward reaction prediction with 1.9M reactions from USPTO patents (1976-2016) (1) Given the reactants [C:1]([N:11]([CH3:17])[C@H:12]([C:14]([OH:16])=O)[CH3:13])([O:3][CH2:4][C:5]1[CH:10]=[CH:9][CH:8]=[CH:7][CH:6]=1)=[O:2].CN(C(ON1N=NC2C=CC=NC1=2)=[N+](C)C)C.F[P-](F)(F)(F)(F)F.CCN(C(C)C)C(C)C.[CH2:51]([O:58][C:59]([N:61]1[CH2:65][CH:64]([C:66]2[C:74]3[C:69](=[CH:70][C:71]([F:75])=[CH:72][CH:73]=3)[NH:68][CH:67]=2)[CH:63]2[N:76]([C:79](=[O:89])[CH:80]([NH2:88])[CH:81]([O:83][C:84]([CH3:87])([CH3:86])[CH3:85])[CH3:82])[CH2:77][CH2:78][CH:62]12)=[O:60])[C:52]1[CH:57]=[CH:56][CH:55]=[CH:54][CH:53]=1, predict the reaction product. The product is: [CH2:51]([O:58][C:59]([N:61]1[CH2:65][CH:64]([C:66]2[C:74]3[C:69](=[CH:70][C:71]([F:75])=[CH:72][CH:73]=3)[NH:68][CH:67]=2)[CH:63]2[N:76]([C:79](=[O:89])[CH:80]([NH:88][C:14](=[O:16])[CH:12]([N:11]([C:1]([O:3][CH2:4][C:5]3[CH:6]=[CH:7][CH:8]=[CH:9][CH:10]=3)=[O:2])[CH3:17])[CH3:13])[CH:81]([O:83][C:84]([CH3:86])([CH3:85])[CH3:87])[CH3:82])[CH2:77][CH2:78][CH:62]12)=[O:60])[C:52]1[CH:53]=[CH:54][CH:55]=[CH:56][CH:57]=1. (2) The product is: [OH:3][CH2:4][C@@H:5]([NH:6][C:7](=[O:8])[O:9][C:10]([CH3:12])([CH3:11])[CH3:13])[CH2:14][C@H:15]1[CH2:20][CH2:19][CH2:18][O:17][CH2:16]1. Given the reactants CC1(C)[N:6]([C:7]([O:9][C:10]([CH3:13])([CH3:12])[CH3:11])=[O:8])[C@@H:5]([CH2:14][C@H:15]2[CH2:20][CH2:19][CH2:18][O:17][CH2:16]2)[CH2:4][O:3]1.CC1C=CC(S(O)(=O)=O)=CC=1.CC(OC(OC(OC(C)(C)C)=O)=O)(C)C, predict the reaction product. (3) Given the reactants [F:1][C:2]1[CH:7]=[CH:6][CH:5]=[CH:4][C:3]=1[C:8]1[N:12]([S:13]([C:16]2[CH:21]=[CH:20][CH:19]=[C:18]([OH:22])[CH:17]=2)(=[O:15])=[O:14])[CH:11]=[C:10]([CH2:23][N:24]([CH3:32])[C:25](=[O:31])[O:26][C:27]([CH3:30])([CH3:29])[CH3:28])[CH:9]=1.C(=O)([O-])[O-].[Cs+].[Cs+].Br[CH2:40][C:41]([NH2:43])=[O:42].O, predict the reaction product. The product is: [NH2:43][C:41](=[O:42])[CH2:40][O:22][C:18]1[CH:17]=[C:16]([S:13]([N:12]2[C:8]([C:3]3[CH:4]=[CH:5][CH:6]=[CH:7][C:2]=3[F:1])=[CH:9][C:10]([CH2:23][N:24]([CH3:32])[C:25](=[O:31])[O:26][C:27]([CH3:28])([CH3:29])[CH3:30])=[CH:11]2)(=[O:14])=[O:15])[CH:21]=[CH:20][CH:19]=1. (4) Given the reactants [CH3:1][O:2][C:3]1[CH:4]=[C:5]([NH:9][CH:10]([C:32]2[CH:37]=[CH:36][CH:35]=[CH:34][CH:33]=2)[C:11]([C:13]2[C:21]3[C:16](=[CH:17][CH:18]=[CH:19][CH:20]=3)[N:15]([CH2:22][CH2:23][NH:24]C(=O)OC(C)(C)C)[CH:14]=2)=[O:12])[CH:6]=[CH:7][CH:8]=1.FC(F)(F)C(O)=O, predict the reaction product. The product is: [NH2:24][CH2:23][CH2:22][N:15]1[C:16]2[C:21](=[CH:20][CH:19]=[CH:18][CH:17]=2)[C:13]([C:11](=[O:12])[CH:10]([NH:9][C:5]2[CH:6]=[CH:7][CH:8]=[C:3]([O:2][CH3:1])[CH:4]=2)[C:32]2[CH:37]=[CH:36][CH:35]=[CH:34][CH:33]=2)=[CH:14]1. (5) Given the reactants [C:1]([C@@:3]1([OH:19])[C@H:7]([OH:8])[C@@H:6]([CH2:9][OH:10])[O:5][C@H:4]1[N:11]1[CH:16]=[CH:15][C:14](=[O:17])[NH:13][C:12]1=[O:18])#[CH:2].CN(C1C2C(N(C)C)=CC=CC=2C=CC=1)C.[P:36](Cl)(Cl)(=[O:44])[O:37][C:38]1[CH:43]=[CH:42][CH:41]=[CH:40][CH:39]=1.[NH2:47][C@@H:48]([CH3:54])[C:49]([O:51][CH2:52][CH3:53])=[O:50].C(N(CC)CC)C, predict the reaction product. The product is: [O:18]=[C:12]1[NH:13][C:14](=[O:17])[CH:15]=[CH:16][N:11]1[C@@H:4]1[O:5][C@H:6]([CH2:9][O:10][P:36]([NH:47][C@@H:48]([CH3:54])[C:49]([O:51][CH2:52][CH3:53])=[O:50])([O:37][C:38]2[CH:43]=[CH:42][CH:41]=[CH:40][CH:39]=2)=[O:44])[C@@H:7]([OH:8])[C@@:3]1([C:1]#[CH:2])[OH:19]. (6) Given the reactants [F:1][C:2]1[CH:7]=[C:6](B2OC(C)(C)C(C)(C)O2)[CH:5]=[CH:4][C:3]=1[C:17]1[CH:18]=[N:19][C:20]([NH2:23])=[N:21][CH:22]=1.Br[C:25]1[CH:30]=[CH:29][CH:28]=[CH:27][C:26]=1[S:31]([NH:34][C@@H:35]1[CH2:40][CH2:39][CH2:38][CH2:37][C@@H:36]1[OH:41])(=[O:33])=[O:32], predict the reaction product. The product is: [NH2:23][C:20]1[N:21]=[CH:22][C:17]([C:3]2[CH:4]=[CH:5][C:6]([C:25]3[C:26]([S:31]([NH:34][C@@H:35]4[CH2:40][CH2:39][CH2:38][CH2:37][C@@H:36]4[OH:41])(=[O:32])=[O:33])=[CH:27][CH:28]=[CH:29][CH:30]=3)=[CH:7][C:2]=2[F:1])=[CH:18][N:19]=1. (7) Given the reactants [Br-].C(OC([NH:9][CH2:10][CH2:11][N+:12]12[CH2:19][CH2:18][CH:15]([CH2:16][CH2:17]1)[C@@H:14]([C:20](=[O:35])[C:21]([OH:34])([C:28]1[CH:33]=[CH:32][CH:31]=[CH:30][CH:29]=1)[C:22]1[CH:27]=[CH:26][CH:25]=[CH:24][CH:23]=1)[CH2:13]2)=O)(C)(C)C.[ClH:36], predict the reaction product. The product is: [ClH:36].[Cl-:36].[NH2:9][CH2:10][CH2:11][N+:12]12[CH2:17][CH2:16][CH:15]([CH2:18][CH2:19]1)[C@@H:14]([C:20](=[O:35])[C:21]([OH:34])([C:28]1[CH:29]=[CH:30][CH:31]=[CH:32][CH:33]=1)[C:22]1[CH:23]=[CH:24][CH:25]=[CH:26][CH:27]=1)[CH2:13]2. (8) Given the reactants [N:1]12[CH2:10][CH:5]3[CH2:6][CH:7]([CH2:9][CH:3]([C:4]3=O)[CH2:2]1)[CH2:8]2.[NH2:12][C:13]1[CH:14]=[N:15][C:16]([Cl:19])=[CH:17][CH:18]=1.[O-]S([O-])(=O)=O.[Na+].[Na+].[BH-](OC(C)=O)(OC(C)=O)OC(C)=O.[Na+], predict the reaction product. The product is: [Cl:19][C:16]1[N:15]=[CH:14][C:13]([NH:12][C@H:4]2[CH:5]3[CH2:10][N:1]4[CH2:8][CH:7]([CH2:9][CH:3]2[CH2:2]4)[CH2:6]3)=[CH:18][CH:17]=1.